This data is from Catalyst prediction with 721,799 reactions and 888 catalyst types from USPTO. The task is: Predict which catalyst facilitates the given reaction. (1) Reactant: Br[C:2]1[CH:3]=[C:4]([N:22]([CH2:29][CH3:30])[CH:23]2[CH2:28][CH2:27][O:26][CH2:25][CH2:24]2)[C:5]([CH3:21])=[C:6]([CH:20]=1)[C:7]([NH:9][CH2:10][C:11]1[C:12](=[O:19])[NH:13][C:14]([CH3:18])=[CH:15][C:16]=1[CH3:17])=[O:8].CC1(C)OB([C:37]2[CH:38]=[CH:39][C:40]([CH2:43][OH:44])=[N:41][CH:42]=2)OC1(C)C.C(=O)([O-])[O-].[Na+].[Na+]. Product: [CH3:17][C:16]1[CH:15]=[C:14]([CH3:18])[NH:13][C:12](=[O:19])[C:11]=1[CH2:10][NH:9][C:7](=[O:8])[C:6]1[CH:20]=[C:2]([C:37]2[CH:42]=[N:41][C:40]([CH2:43][OH:44])=[CH:39][CH:38]=2)[CH:3]=[C:4]([N:22]([CH2:29][CH3:30])[CH:23]2[CH2:28][CH2:27][O:26][CH2:25][CH2:24]2)[C:5]=1[CH3:21]. The catalyst class is: 257. (2) Reactant: Br[C:2]1[CH:7]=[CH:6][C:5]([F:8])=[CH:4][C:3]=1[F:9].[Li]CCCC.[C:15]([C:17]1[CH:37]=[CH:36][C:20]([O:21][C:22]2[CH:23]=[CH:24][C:25]([C:28]([F:35])([F:34])[C:29](OCC)=[O:30])=[N:26][CH:27]=2)=[CH:19][CH:18]=1)#[N:16]. Product: [F:9][C:3]1[CH:4]=[C:5]([F:8])[CH:6]=[CH:7][C:2]=1[C:29](=[O:30])[C:28]([C:25]1[N:26]=[CH:27][C:22]([O:21][C:20]2[CH:19]=[CH:18][C:17]([C:15]#[N:16])=[CH:37][CH:36]=2)=[CH:23][CH:24]=1)([F:34])[F:35]. The catalyst class is: 27. (3) Reactant: P12(SP3(SP(SP(S3)(S1)=S)(=S)S2)=S)=[S:2].C(=O)(O)[O-].[Na+].[Cl:20][C:21]1[CH:22]=[CH:23][C:24]2[NH:30][C:29](=O)[CH:28]([CH2:32][C:33]([O:35][CH2:36][CH3:37])=[O:34])[O:27][CH:26]([C:38]3[C:47]4[O:46][CH2:45][CH2:44][O:43][C:42]=4[CH:41]=[CH:40][CH:39]=3)[C:25]=2[CH:48]=1. Product: [Cl:20][C:21]1[CH:22]=[CH:23][C:24]2[NH:30][C:29](=[S:2])[CH:28]([CH2:32][C:33]([O:35][CH2:36][CH3:37])=[O:34])[O:27][CH:26]([C:38]3[C:47]4[O:46][CH2:45][CH2:44][O:43][C:42]=4[CH:41]=[CH:40][CH:39]=3)[C:25]=2[CH:48]=1. The catalyst class is: 57. (4) Reactant: [OH:1][NH:2][CH:3]([C:20]#[C:21][CH2:22][CH2:23][CH3:24])[CH2:4][S:5]([N:8]1[CH2:13][CH2:12][N:11]([C:14]2[CH:19]=[CH:18][CH:17]=[CH:16][N:15]=2)[CH2:10][CH2:9]1)(=[O:7])=[O:6].[CH:25](OC(=O)C)=[O:26]. Product: [OH:1][N:2]([CH:3]([CH2:4][S:5]([N:8]1[CH2:13][CH2:12][N:11]([C:14]2[CH:19]=[CH:18][CH:17]=[CH:16][N:15]=2)[CH2:10][CH2:9]1)(=[O:6])=[O:7])[C:20]#[C:21][CH2:22][CH2:23][CH3:24])[CH:25]=[O:26]. The catalyst class is: 1.